From a dataset of Forward reaction prediction with 1.9M reactions from USPTO patents (1976-2016). Predict the product of the given reaction. (1) Given the reactants C(=O)([O-])[O-].[Na+].[Na+].[NH2:7][C:8]1[C:9]([F:16])=[C:10]([CH2:14][OH:15])[CH:11]=[CH:12][CH:13]=1.[C:17](Cl)(=[O:21])[O:18][CH2:19][CH3:20], predict the reaction product. The product is: [F:16][C:9]1[C:10]([CH2:14][OH:15])=[CH:11][CH:12]=[CH:13][C:8]=1[NH:7][C:17](=[O:21])[O:18][CH2:19][CH3:20]. (2) Given the reactants [Cl:1][C:2]1[C:10]2[C:5](=[N:6][CH:7]=[CH:8][C:9]=2I)[NH:4][N:3]=1.[CH3:12][C:13]([C:25]1[CH:30]=[CH:29][CH:28]=[C:27](B2OC(C)(C)C(C)(C)O2)[CH:26]=1)([CH2:23][CH3:24])[CH2:14][NH:15][C:16](=[O:22])[O:17][C:18]([CH3:21])([CH3:20])[CH3:19].C([O-])([O-])=O.[Na+].[Na+], predict the reaction product. The product is: [Cl:1][C:2]1[C:10]2[C:5](=[N:6][CH:7]=[CH:8][C:9]=2[C:27]2[CH:26]=[C:25]([C:13]([CH3:12])([CH2:23][CH3:24])[CH2:14][NH:15][C:16](=[O:22])[O:17][C:18]([CH3:19])([CH3:20])[CH3:21])[CH:30]=[CH:29][CH:28]=2)[NH:4][N:3]=1. (3) Given the reactants [NH:1]1[CH2:5][CH2:4][CH2:3][CH2:2]1.[CH:6]([C:8]1[CH:17]=[CH:16][C:11]([C:12]([O:14][CH3:15])=[O:13])=[CH:10][CH:9]=1)=O.[BH-](OC(C)=O)(OC(C)=O)OC(C)=O.[Na+], predict the reaction product. The product is: [N:1]1([CH2:6][C:8]2[CH:17]=[CH:16][C:11]([C:12]([O:14][CH3:15])=[O:13])=[CH:10][CH:9]=2)[CH2:5][CH2:4][CH2:3][CH2:2]1.